From a dataset of Reaction yield outcomes from USPTO patents with 853,638 reactions. Predict the reaction yield, written as a fraction of the theoretical maximum amount of product (1.0 means a 100% yield; for example, 0.34 means a 34% yield). (1) The reactants are [Cl:1][C:2]1[CH:3]=[C:4]([C@H:8]([OH:10])[CH3:9])[CH:5]=[CH:6][CH:7]=1.[H-].[Na+].[F:13][C:14]1[CH:21]=[CH:20][CH:19]=[C:18](F)[C:15]=1[C:16]#[N:17]. The catalyst is CN(C)C=O.O. The product is [F:13][C:14]1[CH:21]=[CH:20][C:19]([O:10][C@@H:8]([C:4]2[CH:5]=[CH:6][CH:7]=[C:2]([Cl:1])[CH:3]=2)[CH3:9])=[CH:18][C:15]=1[C:16]#[N:17]. The yield is 0.500. (2) The reactants are [CH2:1]([C:3]1[CH:4]=[C:5]([C:12]([OH:14])=[O:13])[CH:6]=[C:7]2[C:11]=1[NH:10][N:9]=[CH:8]2)[CH3:2].OS(O)(=O)=O.[CH3:20]O. No catalyst specified. The product is [CH2:1]([C:3]1[CH:4]=[C:5]([C:12]([O:14][CH3:20])=[O:13])[CH:6]=[C:7]2[C:11]=1[NH:10][N:9]=[CH:8]2)[CH3:2]. The yield is 0.470. (3) The reactants are Cl[C:2]1[CH:7]=[CH:6][N:5]=[C:4]([N+:8]([O-:10])=[O:9])[C:3]=1[N:11]([CH3:17])[C:12](=[O:16])[O:13][CH2:14][CH3:15].[OH:18][C:19]1[CH:25]=[CH:24][C:22]([NH2:23])=[CH:21][CH:20]=1. No catalyst specified. The product is [NH2:23][C:22]1[CH:24]=[CH:25][C:19]([O:18][C:2]2[CH:7]=[CH:6][N:5]=[C:4]([N+:8]([O-:10])=[O:9])[C:3]=2[N:11]([CH3:17])[C:12](=[O:16])[O:13][CH2:14][CH3:15])=[CH:20][CH:21]=1. The yield is 0.120. (4) The reactants are [OH:1][C:2]1[C:3]([N+:9]([O-])=O)=[N:4][C:5]([CH3:8])=[CH:6][CH:7]=1.O.O.[SH-].[Na+]. The catalyst is CO.CCO. The product is [NH2:9][C:3]1[C:2]([OH:1])=[CH:7][CH:6]=[C:5]([CH3:8])[N:4]=1. The yield is 0.890.